From a dataset of Full USPTO retrosynthesis dataset with 1.9M reactions from patents (1976-2016). Predict the reactants needed to synthesize the given product. (1) Given the product [C:22]([O:21][C:19]([N:16]1[CH2:17][CH2:18][C:13]2([NH:12][C:11](=[O:27])[C:10]3[CH:28]=[C:6](/[CH:5]=[CH:4]/[C:3]([OH:29])=[O:2])[CH:7]=[CH:8][C:9]=3[O:26]2)[CH2:14][CH2:15]1)=[O:20])([CH3:25])([CH3:23])[CH3:24], predict the reactants needed to synthesize it. The reactants are: C[O:2][C:3](=[O:29])/[CH:4]=[CH:5]/[C:6]1[CH:7]=[CH:8][C:9]2[O:26][C:13]3([CH2:18][CH2:17][N:16]([C:19]([O:21][C:22]([CH3:25])([CH3:24])[CH3:23])=[O:20])[CH2:15][CH2:14]3)[NH:12][C:11](=[O:27])[C:10]=2[CH:28]=1.[OH-].[Na+].C(O)(=O)CC(CC(O)=O)(C(O)=O)O. (2) The reactants are: Cl[C:2]1[N:7]=[C:6]([NH:8][C@H:9]([CH:13]([CH3:15])[CH3:14])[C:10]([NH2:12])=[O:11])[CH:5]=[N:4][C:3]=1[C:16]#[N:17].N[C:19]1[CH:20]=[N:21][C:22]2[C:27]([CH:28]=1)=[CH:26][CH:25]=[CH:24][CH:23]=2.C1C=CC(P(C2C(C3C(P(C4C=CC=CC=4)C4C=CC=CC=4)=CC=C4C=3C=CC=C4)=C3C(C=CC=C3)=CC=2)C2C=CC=CC=2)=CC=1.C([O-])([O-])=O.[K+].[K+]. Given the product [C:16]([C:3]1[N:4]=[CH:5][C:6]([NH:8][C@H:9]([CH:13]([CH3:15])[CH3:14])[C:10]([NH2:12])=[O:11])=[N:7][C:2]=1[C:19]1[CH:20]=[N:21][C:22]2[C:27]([CH:28]=1)=[CH:26][CH:25]=[CH:24][CH:23]=2)#[N:17], predict the reactants needed to synthesize it. (3) Given the product [CH2:19]([NH:27][CH2:1][C:3]1[CH:18]=[CH:17][C:6]([O:7][C:8]2[CH:16]=[CH:15][C:11]([C:12]([NH2:14])=[O:13])=[CH:10][CH:9]=2)=[CH:5][CH:4]=1)[CH2:20][C:21]1[CH:26]=[CH:25][CH:24]=[CH:23][CH:22]=1, predict the reactants needed to synthesize it. The reactants are: [CH:1]([C:3]1[CH:18]=[CH:17][C:6]([O:7][C:8]2[CH:16]=[CH:15][C:11]([C:12]([NH2:14])=[O:13])=[CH:10][CH:9]=2)=[CH:5][CH:4]=1)=O.[CH2:19]([NH2:27])[CH2:20][C:21]1[CH:26]=[CH:25][CH:24]=[CH:23][CH:22]=1.[BH4-].[Na+]. (4) Given the product [C:27]([C:26]([NH:25][C:22]([C:21]1[CH:20]=[N:19][N:16]2[CH:17]=[CH:18][C:13]([N:9]3[CH2:10][CH2:11][CH2:12][C@@H:8]3[C:4]3[CH:5]=[N:6][CH:7]=[C:2]([F:1])[CH:3]=3)=[N:14][C:15]=12)=[O:23])([CH3:30])[CH3:29])#[N:28], predict the reactants needed to synthesize it. The reactants are: [F:1][C:2]1[CH:3]=[C:4]([C@H:8]2[CH2:12][CH2:11][CH2:10][N:9]2[C:13]2[CH:18]=[CH:17][N:16]3[N:19]=[CH:20][C:21]([C:22](O)=[O:23])=[C:15]3[N:14]=2)[CH:5]=[N:6][CH:7]=1.[NH2:25][C:26]([CH3:30])([CH3:29])[C:27]#[N:28].